From a dataset of Forward reaction prediction with 1.9M reactions from USPTO patents (1976-2016). Predict the product of the given reaction. (1) Given the reactants [N+:1]([C:4]1[CH:5]=[C:6]2[C:10](=[CH:11][CH:12]=1)[NH:9][CH2:8][CH2:7]2)([O-:3])=[O:2].N1C=CC=CC=1.[CH2:19]([O:26][C:27]1[C:35]([Cl:36])=[CH:34][C:30]([C:31](Cl)=[O:32])=[CH:29][C:28]=1[Cl:37])[C:20]1[CH:25]=[CH:24][CH:23]=[CH:22][CH:21]=1, predict the reaction product. The product is: [CH2:19]([O:26][C:27]1[C:28]([Cl:37])=[CH:29][C:30]([C:31]([N:9]2[C:10]3[C:6](=[CH:5][C:4]([N+:1]([O-:3])=[O:2])=[CH:12][CH:11]=3)[CH2:7][CH2:8]2)=[O:32])=[CH:34][C:35]=1[Cl:36])[C:20]1[CH:21]=[CH:22][CH:23]=[CH:24][CH:25]=1. (2) Given the reactants [Br:1][C:2]1[CH:7]=[CH:6][C:5]([C:8](=[O:10])[CH3:9])=[CH:4][CH:3]=1.[Br:11]Br, predict the reaction product. The product is: [Br:11][CH2:9][C:8]([C:5]1[CH:6]=[CH:7][C:2]([Br:1])=[CH:3][CH:4]=1)=[O:10]. (3) Given the reactants [F:1][C:2]([F:28])([F:27])[C:3]1[CH:8]=[CH:7][C:6]([C:9]2[C:13]3[CH:14]=[CH:15][C:16]([CH2:18][CH2:19][CH2:20][CH2:21]OS(C)(=O)=O)=[CH:17][C:12]=3[S:11][N:10]=2)=[CH:5][CH:4]=1.[CH2:29]([NH:31][CH2:32][CH2:33][OH:34])[CH3:30], predict the reaction product. The product is: [CH2:29]([N:31]([CH2:21][CH2:20][CH2:19][CH2:18][C:16]1[CH:15]=[CH:14][C:13]2[C:9]([C:6]3[CH:7]=[CH:8][C:3]([C:2]([F:28])([F:1])[F:27])=[CH:4][CH:5]=3)=[N:10][S:11][C:12]=2[CH:17]=1)[CH2:32][CH2:33][OH:34])[CH3:30]. (4) Given the reactants [F:1][C:2]1[CH:7]=[C:6]([S:8][C:9]2[CH:14]=[CH:13][C:12]([CH3:15])=[CH:11][CH:10]=2)[CH:5]=[CH:4][C:3]=1[C:16]1[CH:21]=[CH:20][C:19]([CH2:22][CH2:23][C:24]2([NH:32]C(=O)C)[CH2:29][O:28]C(C)(C)[O:26][CH2:25]2)=[CH:18][CH:17]=1.Cl, predict the reaction product. The product is: [NH2:32][C:24]([CH2:23][CH2:22][C:19]1[CH:18]=[CH:17][C:16]([C:3]2[CH:4]=[CH:5][C:6]([S:8][C:9]3[CH:10]=[CH:11][C:12]([CH3:15])=[CH:13][CH:14]=3)=[CH:7][C:2]=2[F:1])=[CH:21][CH:20]=1)([CH2:29][OH:28])[CH2:25][OH:26]. (5) Given the reactants Br[C:2]1[CH:3]=[C:4]([O:8][CH:9]([CH3:11])[CH3:10])[CH:5]=[N:6][CH:7]=1.[CH3:12][N:13](C(OC(C)(C)C)=O)[C@H:14]([CH2:16][CH:17]=[CH2:18])[CH3:15].C1(C)C=CC=CC=1P(C1C=CC=CC=1C)C1C=CC=CC=1C, predict the reaction product. The product is: [CH3:12][NH:13][C@H:14]([CH2:16]/[CH:17]=[CH:18]/[C:2]1[CH:7]=[N:6][CH:5]=[C:4]([O:8][CH:9]([CH3:11])[CH3:10])[CH:3]=1)[CH3:15]. (6) The product is: [C:44]([O:43][C:41]([N:33]([C:34]([O:36][C:37]([CH3:38])([CH3:39])[CH3:40])=[O:35])[C:29]1[C:30]2[C:25](=[CH:24][C:23]([NH:22][CH:50]([C:14]3[CH:13]=[C:12]([CH3:21])[C:11]([CH2:10][CH2:9][OH:8])=[C:16]([CH3:17])[CH:15]=3)[C:49]([OH:53])=[O:52])=[CH:32][CH:31]=2)[CH:26]=[CH:27][N:28]=1)=[O:42])([CH3:47])([CH3:46])[CH3:45]. Given the reactants [Si]([O:8][CH2:9][CH2:10][C:11]1[C:16]([CH3:17])=[CH:15][C:14](B(O)O)=[CH:13][C:12]=1[CH3:21])(C(C)(C)C)(C)C.[NH2:22][C:23]1[CH:24]=[C:25]2[C:30](=[CH:31][CH:32]=1)[C:29]([N:33]([C:41]([O:43][C:44]([CH3:47])([CH3:46])[CH3:45])=[O:42])[C:34]([O:36][C:37]([CH3:40])([CH3:39])[CH3:38])=[O:35])=[N:28][CH:27]=[CH:26]2.O.[C:49]([OH:53])(=[O:52])[CH:50]=O, predict the reaction product. (7) The product is: [CH:5]1[C:6]([C:7]2[C:16](=[O:17])[C:15]3[C:14]([OH:18])=[CH:13][C:12]([OH:19])=[CH:11][C:10]=3[O:9][CH:8]=2)=[CH:1][CH:2]=[C:3]([OH:20])[CH:4]=1.[CH2:87]([OH:88])[C@H:57]1[O:58][C@@H:59]2[O:64][C@H:65]3[C@H:70]([OH:71])[C@@H:69]([OH:72])[C@@H:68]([O:73][C@H:74]4[C@H:80]([OH:81])[C@@H:79]([OH:82])[C@@H:77]([O:78][C@H:23]5[C@H:24]([OH:96])[C@@H:25]([OH:95])[C@@H:26]([O:28][C@H:29]6[C@H:34]([OH:35])[C@@H:33]([OH:36])[C@@H:32]([O:37][C@H:38]7[C@H:43]([OH:44])[C@@H:42]([OH:45])[C@@H:41]([O:46][C@H:47]8[C@H:52]([OH:53])[C@@H:51]([OH:54])[C@@H:50]([O:55][C@H:56]1[C@H:61]([OH:62])[C@H:60]2[OH:63])[O:49][C@@H:48]8[CH2:89][OH:90])[O:40][C@@H:39]7[CH2:91][OH:92])[O:31][C@@H:30]6[CH2:93][OH:94])[O:27][C@@H:22]5[CH2:21][OH:97])[O:76][C@@H:75]4[CH2:83][OH:84])[O:67][C@@H:66]3[CH2:85][OH:86].[NH2:98][C@H:99]([C:105]([OH:107])=[O:106])[CH2:100][CH2:101][C:102]([OH:104])=[O:103].[CH:5]1[C:6]([C:7]2[C:16](=[O:17])[C:15]3[C:14]([OH:18])=[CH:13][C:12]([OH:19])=[CH:11][C:10]=3[O:9][CH:8]=2)=[CH:1][CH:2]=[C:3]([OH:20])[CH:4]=1. Given the reactants [CH:1]1[C:6]([C:7]2[C:16](=[O:17])[C:15]3[C:14]([OH:18])=[CH:13][C:12]([OH:19])=[CH:11][C:10]=3[O:9][CH:8]=2)=[CH:5][CH:4]=[C:3]([OH:20])[CH:2]=1.[CH2:21]([OH:97])[C@H:22]1[O:27][C@@H:26]2[O:28][C@H:29]3[C@H:34]([OH:35])[C@@H:33]([OH:36])[C@@H:32]([O:37][C@H:38]4[C@H:43]([OH:44])[C@@H:42]([OH:45])[C@@H:41]([O:46][C@H:47]5[C@H:52]([OH:53])[C@@H:51]([OH:54])[C@@H:50]([O:55][C@H:56]6[C@H:61]([OH:62])[C@@H:60]([OH:63])[C@@H:59]([O:64][C@H:65]7[C@H:70]([OH:71])[C@@H:69]([OH:72])[C@@H:68]([O:73][C@H:74]8[C@H:80]([OH:81])[C@@H:79]([OH:82])[C@@H:77]([O:78][C@H:23]1[C@H:24]([OH:96])[C@H:25]2[OH:95])[O:76][C@@H:75]8[CH2:83][OH:84])[O:67][C@@H:66]7[CH2:85][OH:86])[O:58][C@@H:57]6[CH2:87][OH:88])[O:49][C@@H:48]5[CH2:89][OH:90])[O:40][C@@H:39]4[CH2:91][OH:92])[O:31][C@@H:30]3[CH2:93][OH:94].[NH2:98][C@H:99]([C:105]([OH:107])=[O:106])[CH2:100][CH2:101][C:102]([OH:104])=[O:103], predict the reaction product.